This data is from Peptide-MHC class II binding affinity with 134,281 pairs from IEDB. The task is: Regression. Given a peptide amino acid sequence and an MHC pseudo amino acid sequence, predict their binding affinity value. This is MHC class II binding data. (1) The peptide sequence is SIRAANVMAASLRKA. The MHC is DRB1_1101 with pseudo-sequence DRB1_1101. The binding affinity (normalized) is 0.686. (2) The peptide sequence is EEQEQWKTANEAVQD. The MHC is DRB5_0101 with pseudo-sequence DRB5_0101. The binding affinity (normalized) is 0. (3) The peptide sequence is GFKAALAAAAGVQPADKYRT. The MHC is DRB1_0101 with pseudo-sequence DRB1_0101. The binding affinity (normalized) is 0.939. (4) The MHC is DRB1_1201 with pseudo-sequence DRB1_1201. The peptide sequence is TELQIVDKIDAAFKI. The binding affinity (normalized) is 0.653.